The task is: Predict the reaction yield, written as a fraction of the theoretical maximum amount of product (1.0 means a 100% yield; for example, 0.34 means a 34% yield).. This data is from Reaction yield outcomes from USPTO patents with 853,638 reactions. (1) The reactants are Cl[C:2]1[C:11]([CH:12]=[O:13])=[CH:10][C:9]2[C:4](=[CH:5][CH:6]=[C:7]([O:14][CH3:15])[CH:8]=2)[N:3]=1.[CH3:16][CH:17]([NH2:19])[CH3:18]. The catalyst is C1COCC1. The product is [CH:17]([NH:19][C:2]1[C:11]([CH:12]=[O:13])=[CH:10][C:9]2[C:4](=[CH:5][CH:6]=[C:7]([O:14][CH3:15])[CH:8]=2)[N:3]=1)([CH3:18])[CH3:16]. The yield is 0.990. (2) The reactants are [Br:1][C:2]1[CH:3]=[C:4]([CH3:19])[C:5]2[N:9]=[C:8]([C:10]3[C:11](=[O:17])[NH:12][CH:13]=[CH:14][C:15]=3Cl)[NH:7][C:6]=2[CH:18]=1.[NH2:20][C@@H:21]([CH2:24][C:25]1[CH:30]=[CH:29][CH:28]=[CH:27][CH:26]=1)[CH2:22][OH:23].CN1CCOCC1. The catalyst is CN(C=O)C. The product is [CH2:24]([C@H:21]([NH:20][C:15]1[CH:14]=[CH:13][NH:12][C:11](=[O:17])[C:10]=1[C:8]1[NH:7][C:6]2[CH:18]=[C:2]([Br:1])[CH:3]=[C:4]([CH3:19])[C:5]=2[N:9]=1)[CH2:22][OH:23])[C:25]1[CH:30]=[CH:29][CH:28]=[CH:27][CH:26]=1. The yield is 0.740. (3) The reactants are C(O)(C(F)(F)F)=O.[CH2:8]([O:15][NH:16][C@H:17]1[CH2:22][N:21](C(OC(C)(C)C)=O)[C@H:20]([C:30]([O:32][CH2:33][CH3:34])=[O:31])[CH2:19][CH2:18]1)[C:9]1[CH:14]=[CH:13][CH:12]=[CH:11][CH:10]=1. The catalyst is C(Cl)Cl. The product is [CH2:8]([O:15][NH:16][C@H:17]1[CH2:22][NH:21][C@H:20]([C:30]([O:32][CH2:33][CH3:34])=[O:31])[CH2:19][CH2:18]1)[C:9]1[CH:10]=[CH:11][CH:12]=[CH:13][CH:14]=1. The yield is 0.950. (4) The reactants are C1C=CC(OP(OC2C=CC=CC=2)([N:10]=[N+:11]=[N-:12])=O)=CC=1.[Si:20]([O:27][C@@H:28]([C@H:33]1[CH2:37][O:36][C:35]([CH3:39])([CH3:38])[N:34]1[C:40]([O:42][C:43]([CH3:46])([CH3:45])[CH3:44])=[O:41])[C@@H:29]([CH3:32])[CH2:30]O)([C:23]([CH3:26])([CH3:25])[CH3:24])([CH3:22])[CH3:21].N(C(OC(C)C)=O)=NC(OC(C)C)=O.C1C=CC(P(C2C=CC=CC=2)C2C=CC=CC=2)=CC=1. The catalyst is C1COCC1. The product is [N:10]([CH2:30][C@H:29]([CH3:32])[C@H:28]([C@H:33]1[CH2:37][O:36][C:35]([CH3:39])([CH3:38])[N:34]1[C:40]([O:42][C:43]([CH3:46])([CH3:45])[CH3:44])=[O:41])[O:27][Si:20]([C:23]([CH3:26])([CH3:25])[CH3:24])([CH3:22])[CH3:21])=[N+:11]=[N-:12]. The yield is 0.860. (5) The catalyst is CN(C=O)C.C1C=CC([P]([Pd]([P](C2C=CC=CC=2)(C2C=CC=CC=2)C2C=CC=CC=2)([P](C2C=CC=CC=2)(C2C=CC=CC=2)C2C=CC=CC=2)[P](C2C=CC=CC=2)(C2C=CC=CC=2)C2C=CC=CC=2)(C2C=CC=CC=2)C2C=CC=CC=2)=CC=1. The product is [F:10][C:4]1[CH:3]=[C:2]([CH:7]=[CH:6][C:5]=1[CH2:8][OH:9])[C:11]#[N:12]. The reactants are Br[C:2]1[CH:7]=[CH:6][C:5]([CH2:8][OH:9])=[C:4]([F:10])[CH:3]=1.[C:11]([Zn]C#N)#[N:12]. The yield is 0.490.